From a dataset of Peptide-MHC class II binding affinity with 134,281 pairs from IEDB. Regression. Given a peptide amino acid sequence and an MHC pseudo amino acid sequence, predict their binding affinity value. This is MHC class II binding data. (1) The peptide sequence is APGDSPNTDGIHIGD. The MHC is DRB1_0405 with pseudo-sequence DRB1_0405. The binding affinity (normalized) is 0. (2) The peptide sequence is EKKYFAATQFEPWAA. The binding affinity (normalized) is 1.00. The MHC is HLA-DPA10103-DPB10401 with pseudo-sequence HLA-DPA10103-DPB10401. (3) The peptide sequence is CSCGAFKVPGVKTVW. The MHC is DRB1_0101 with pseudo-sequence DRB1_0101. The binding affinity (normalized) is 0.421. (4) The peptide sequence is YTTEGGTKGEAKDVI. The MHC is HLA-DQA10201-DQB10202 with pseudo-sequence HLA-DQA10201-DQB10202. The binding affinity (normalized) is 0. (5) The peptide sequence is YFPPPAAKEDFLGCL. The MHC is DRB1_1001 with pseudo-sequence DRB1_1001. The binding affinity (normalized) is 0.378. (6) The peptide sequence is EAGKATTEEQKLIED. The MHC is DRB1_0701 with pseudo-sequence DRB1_0701. The binding affinity (normalized) is 0.153.